Dataset: Reaction yield outcomes from USPTO patents with 853,638 reactions. Task: Predict the reaction yield, written as a fraction of the theoretical maximum amount of product (1.0 means a 100% yield; for example, 0.34 means a 34% yield). The catalyst is ClCCl. The reactants are [OH:1][CH2:2][CH:3]1[CH2:5][C@@:4]1([C:8]1[C:17]2[C:12](=[CH:13][CH:14]=[CH:15][CH:16]=2)[CH:11]=[CH:10][CH:9]=1)[C:6]#N.C([OH:20])C.[OH-].[Na+].Cl. The yield is 0.500. The product is [C:8]1([C@@:4]23[CH2:5][C@@H:3]2[CH2:2][O:1][C:6]3=[O:20])[C:17]2[C:12](=[CH:13][CH:14]=[CH:15][CH:16]=2)[CH:11]=[CH:10][CH:9]=1.